This data is from Catalyst prediction with 721,799 reactions and 888 catalyst types from USPTO. The task is: Predict which catalyst facilitates the given reaction. (1) Reactant: [CH3:1]N(C)C=O.[Br:6][C:7]1[CH:12]=[CH:11][C:10]([OH:13])=[C:9]([O:14][CH:15]2[CH2:18][CH2:17][CH2:16]2)[CH:8]=1.C(=O)([O-])[O-].[K+].[K+].CI. Product: [Br:6][C:7]1[CH:12]=[CH:11][C:10]([O:13][CH3:1])=[C:9]([O:14][CH:15]2[CH2:18][CH2:17][CH2:16]2)[CH:8]=1. The catalyst class is: 6. (2) Reactant: P(=O)(O)(O)O.O.C1([C@H](N)C)C=CC=CC=1.[CH2:16]([N:23]([CH2:33][C:34]1[CH:39]=[CH:38][CH:37]=[CH:36][CH:35]=1)[C@@H:24]1[CH2:28][C@H:27]([C:29]([OH:31])=[O:30])[C@H:26]([CH3:32])[CH2:25]1)[C:17]1[CH:22]=[CH:21][CH:20]=[CH:19][CH:18]=1. Product: [CH2:33]([N:23]([CH2:16][C:17]1[CH:22]=[CH:21][CH:20]=[CH:19][CH:18]=1)[C@@H:24]1[CH2:28][C@H:27]([C:29]([OH:31])=[O:30])[C@H:26]([CH3:32])[CH2:25]1)[C:34]1[CH:35]=[CH:36][CH:37]=[CH:38][CH:39]=1. The catalyst class is: 237. (3) Reactant: [F:1][C:2]1[CH:3]=[C:4]([C:19]2[CH:24]=[CH:23][CH:22]=[C:21]([F:25])[C:20]=2[C:26]([O:28][CH3:29])=[O:27])[CH:5]=[CH:6][C:7]=1[CH2:8][NH:9][C:10]1[CH:11]=[C:12]([CH:16]=[CH:17][N:18]=1)[C:13](O)=[O:14].[NH2:30][CH2:31][CH2:32][N:33]1[CH2:38][CH2:37][CH2:36][CH2:35][CH2:34]1.ON1C2C=CC=CC=2N=N1.Cl.CN(C)CCCN=C=NCC. Product: [F:25][C:21]1[CH:22]=[CH:23][CH:24]=[C:19]([C:4]2[CH:5]=[CH:6][C:7]([CH2:8][NH:9][C:10]3[CH:11]=[C:12]([C:13]([NH:30][CH2:31][CH2:32][N:33]4[CH2:38][CH2:37][CH2:36][CH2:35][CH2:34]4)=[O:14])[CH:16]=[CH:17][N:18]=3)=[C:2]([F:1])[CH:3]=2)[C:20]=1[C:26]([O:28][CH3:29])=[O:27]. The catalyst class is: 2. (4) The catalyst class is: 6. Product: [Cl:22][C:19]1[CH:18]=[CH:17][C:16]([C:14]2[S:15][C:11]([C:9]([NH:8][CH2:7][CH:3]3[CH2:4][CH2:5][CH2:6][N:1]([C:25]4[CH:34]=[CH:33][CH:32]=[CH:31][C:26]=4[C:27]([O:29][CH3:30])=[O:28])[CH2:2]3)=[O:10])=[C:12]([CH3:23])[N:13]=2)=[CH:21][CH:20]=1. Reactant: [NH:1]1[CH2:6][CH2:5][CH2:4][CH:3]([CH2:7][NH:8][C:9]([C:11]2[S:15][C:14]([C:16]3[CH:21]=[CH:20][C:19]([Cl:22])=[CH:18][CH:17]=3)=[N:13][C:12]=2[CH3:23])=[O:10])[CH2:2]1.F[C:25]1[CH:34]=[CH:33][CH:32]=[CH:31][C:26]=1[C:27]([O:29][CH3:30])=[O:28].CS(C)=O.C(=O)([O-])[O-].[K+].[K+]. (5) Reactant: [Cl:1][C:2]1[CH:3]=[C:4](B(O)O)[CH:5]=[CH:6][CH:7]=1.[F:11][C:12]1[CH:13]=[C:14]([CH:24]([NH:26][C:27]([C:29]2[N:30]=[C:31](Cl)[O:32][CH:33]=2)=[O:28])[CH3:25])[CH:15]=[C:16]([F:23])[C:17]=1[NH:18][S:19]([CH3:22])(=[O:21])=[O:20].C([O-])([O-])=O.[Cs+].[Cs+]. Product: [F:23][C:16]1[CH:15]=[C:14]([CH:24]([NH:26][C:27]([C:29]2[N:30]=[C:31]([C:4]3[CH:5]=[CH:6][CH:7]=[C:2]([Cl:1])[CH:3]=3)[O:32][CH:33]=2)=[O:28])[CH3:25])[CH:13]=[C:12]([F:11])[C:17]=1[NH:18][S:19]([CH3:22])(=[O:21])=[O:20]. The catalyst class is: 235.